Dataset: Peptide-MHC class II binding affinity with 134,281 pairs from IEDB. Task: Regression. Given a peptide amino acid sequence and an MHC pseudo amino acid sequence, predict their binding affinity value. This is MHC class II binding data. (1) The peptide sequence is PNITATYGDKWLDAK. The MHC is HLA-DQA10501-DQB10301 with pseudo-sequence HLA-DQA10501-DQB10301. The binding affinity (normalized) is 0.300. (2) The peptide sequence is AAATAGTTVYGAFAR. The MHC is HLA-DQA10102-DQB10602 with pseudo-sequence HLA-DQA10102-DQB10602. The binding affinity (normalized) is 0.733. (3) The peptide sequence is SLRKLSSVCLALTNS. The MHC is H-2-IAb with pseudo-sequence H-2-IAb. The binding affinity (normalized) is 0.137.